This data is from Catalyst prediction with 721,799 reactions and 888 catalyst types from USPTO. The task is: Predict which catalyst facilitates the given reaction. Reactant: Br[C:2]1[C:3]([CH3:22])=[N:4][N:5]([CH2:14][CH:15]2[CH2:20][CH2:19][C:18](=[O:21])[CH2:17][CH2:16]2)[C:6]=1[C:7]1[CH:12]=[CH:11][C:10]([F:13])=[CH:9][CH:8]=1.CC1(C)C(C)(C)OB([C:31]2[CH:32]=[CH:33][C:34]3[O:39][CH2:38][C:37](=[O:40])[NH:36][C:35]=3[CH:41]=2)O1.C(=O)([O-])[O-].[Cs+].[Cs+]. Product: [F:13][C:10]1[CH:11]=[CH:12][C:7]([C:6]2[N:5]([CH2:14][CH:15]3[CH2:20][CH2:19][C:18](=[O:21])[CH2:17][CH2:16]3)[N:4]=[C:3]([CH3:22])[C:2]=2[C:31]2[CH:32]=[CH:33][C:34]3[O:39][CH2:38][C:37](=[O:40])[NH:36][C:35]=3[CH:41]=2)=[CH:8][CH:9]=1. The catalyst class is: 7.